From a dataset of Forward reaction prediction with 1.9M reactions from USPTO patents (1976-2016). Predict the product of the given reaction. (1) Given the reactants [NH2:1][S:2]([N:5]([CH2:13][C@@H:14]1[CH2:18][C@@H:17]([N:19]2[C:23]3[N:24]=[CH:25][N:26]=[C:27]([NH:28][C@@H:29]4[C:37]5[C:32](=[CH:33][CH:34]=[CH:35][CH:36]=5)[CH2:31][CH2:30]4)[C:22]=3[CH:21]=[CH:20]2)[CH2:16][C@@H:15]1[O:38][Si:39]([C:42]([CH3:45])([CH3:44])[CH3:43])([CH3:41])[CH3:40])[C:6](=O)OC(C)(C)C)(=[O:4])=[O:3].[AlH4-].[Li+], predict the reaction product. The product is: [Si:39]([O:38][C@H:15]1[CH2:16][C@H:17]([N:19]2[C:23]3[N:24]=[CH:25][N:26]=[C:27]([NH:28][C@@H:29]4[C:37]5[C:32](=[CH:33][CH:34]=[CH:35][CH:36]=5)[CH2:31][CH2:30]4)[C:22]=3[CH:21]=[CH:20]2)[CH2:18][C@H:14]1[CH2:13][N:5]([CH3:6])[S:2]([NH2:1])(=[O:3])=[O:4])([C:42]([CH3:43])([CH3:44])[CH3:45])([CH3:40])[CH3:41]. (2) The product is: [C:27]([N:14]1[C:15]2[C:20](=[CH:19][C:18]([CH:21]3[CH2:26][CH2:25][O:24][CH2:23][CH2:22]3)=[CH:17][CH:16]=2)[C@H:11]([NH:10][C:2]2[N:3]=[CH:4][C:5]([C:8]#[N:9])=[N:6][CH:7]=2)[C@@H:12]([CH3:31])[C@@H:13]1[CH3:30])(=[O:29])[CH3:28]. Given the reactants Cl[C:2]1[N:3]=[CH:4][C:5]([C:8]#[N:9])=[N:6][CH:7]=1.[NH2:10][C@H:11]1[C:20]2[C:15](=[CH:16][CH:17]=[C:18]([CH:21]3[CH2:26][CH2:25][O:24][CH2:23][CH2:22]3)[CH:19]=2)[N:14]([C:27](=[O:29])[CH3:28])[C@@H:13]([CH3:30])[C@@H:12]1[CH3:31].CCN(C(C)C)C(C)C, predict the reaction product. (3) Given the reactants [NH2:1][C:2]1[C:3]([C:13]([NH:15][NH2:16])=[O:14])=[N:4][C:5]([Br:12])=[C:6]([C:8]([F:11])([F:10])[F:9])[CH:7]=1.[F:17][C:18]([F:26])([F:25])[C:19]([OH:24])([CH3:23])[C:20](O)=[O:21].CN(C(ON1N=NC2C=CC=NC1=2)=[N+](C)C)C.F[P-](F)(F)(F)(F)F, predict the reaction product. The product is: [NH2:1][C:2]1[C:3]([C:13]([NH:15][NH:16][C:20](=[O:21])[C:19]([OH:24])([CH3:23])[C:18]([F:26])([F:25])[F:17])=[O:14])=[N:4][C:5]([Br:12])=[C:6]([C:8]([F:11])([F:9])[F:10])[CH:7]=1. (4) Given the reactants CC(C(CCC[CH2:15][N:16]1[C:20]([CH:21]([CH3:23])[CH3:22])=[C:19]([C:24]([NH:26][C:27]2[CH:32]=[CH:31][CH:30]=[CH:29][CH:28]=2)=[O:25])[C:18]([C:33]2[CH:38]=[CH:37][CH:36]=[CH:35][CH:34]=2)=[C:17]1[C:39]1[CH:44]=[CH:43][C:42]([F:45])=[CH:41][CH:40]=1)C(O)(O)C([O-])=O)(C)C.[OH-].[Na+].[C:48]([O:51]CC)(=[O:50])[CH3:49].[C:54]([O-:57])(=[O:56])[CH3:55].[Ca+2:58].[C:59]([O-:62])(=[O:61])[CH3:60], predict the reaction product. The product is: [CH3:23][CH:21]([C:20]1[N:16]([CH2:15][CH2:60][C@@H:59]([OH:61])[CH2:55][C@@H:54]([OH:57])[CH2:49][C:48]([O-:51])=[O:50])[C:17]([C:39]2[CH:40]=[CH:41][C:42]([F:45])=[CH:43][CH:44]=2)=[C:18]([C:33]2[CH:38]=[CH:37][CH:36]=[CH:35][CH:34]=2)[C:19]=1[C:24]([NH:26][C:27]1[CH:32]=[CH:31][CH:30]=[CH:29][CH:28]=1)=[O:25])[CH3:22].[CH3:23][CH:21]([C:20]1[N:16]([CH2:15][CH2:55][C@@H:54]([OH:56])[CH2:60][C@@H:59]([OH:62])[CH2:49][C:48]([O-:51])=[O:50])[C:17]([C:39]2[CH:40]=[CH:41][C:42]([F:45])=[CH:43][CH:44]=2)=[C:18]([C:33]2[CH:38]=[CH:37][CH:36]=[CH:35][CH:34]=2)[C:19]=1[C:24]([NH:26][C:27]1[CH:32]=[CH:31][CH:30]=[CH:29][CH:28]=1)=[O:25])[CH3:22].[Ca+2:58]. (5) Given the reactants Cl.Cl.[O:3]1[C:8]2=[CH:9][CH:10]=[CH:11][C:7]2=[CH:6][C:5]([CH:12]2[CH2:17][CH2:16][CH2:15][CH2:14][N:13]2[CH2:18][CH2:19][C@H:20]2[CH2:25][CH2:24][C@H:23]([NH2:26])[CH2:22][CH2:21]2)=[CH:4]1.[C:27](O)(=[O:34])[C:28]1[CH:33]=[CH:32][CH:31]=[CH:30][CH:29]=1, predict the reaction product. The product is: [O:3]1[C:8]2=[CH:9][CH:10]=[CH:11][C:7]2=[CH:6][C:5]([CH:12]2[CH2:17][CH2:16][CH2:15][CH2:14][N:13]2[CH2:18][CH2:19][C@H:20]2[CH2:21][CH2:22][C@H:23]([NH:26][C:27](=[O:34])[C:28]3[CH:33]=[CH:32][CH:31]=[CH:30][CH:29]=3)[CH2:24][CH2:25]2)=[CH:4]1. (6) The product is: [Cl:58][C:6]1[CH:7]=[CH:8][CH:9]=[CH:10][C:5]=1[N:4]([CH3:3])[CH2:11][CH2:12][CH2:13][NH:14][CH2:15][C@@H:16]1[O:30][C:20]2=[C:21]3[C:26](=[CH:27][CH:28]=[C:19]2[O:18][CH2:17]1)[N:25]=[C:24]([CH3:29])[CH:23]=[CH:22]3. Given the reactants O1[C:6]2[CH:7]=[CH:8][CH:9]=[CH:10][C:5]=2[N:4]([CH2:11][CH2:12][CH2:13][NH:14][CH2:15][C@@H:16]2[O:30][C:20]3=[C:21]4[C:26](=[CH:27][CH:28]=[C:19]3[O:18][CH2:17]2)[N:25]=[C:24]([CH3:29])[CH:23]=[CH:22]4)[CH2:3]C1.C(OC(=O)N(C1OC2=C3C(=CC=C2OC1)N=C(C)C=C3)CCC=O)(C)(C)C.[Cl:58]C1C=CC=CC=1NC, predict the reaction product. (7) Given the reactants [Cl:1][C:2]1[CH:3]=[CH:4][C:5]([S:8][C:9]2[N:13]([CH3:14])[CH:12]=[N:11][C:10]=2[C:15]2[CH:20]=[CH:19][C:18]([C@H:21]3[CH2:23][C@@H:22]3[CH2:24][OH:25])=[CH:17][CH:16]=2)=[N:6][CH:7]=1.[H-].[Na+].[CH3:28]I, predict the reaction product. The product is: [Cl:1][C:2]1[CH:3]=[CH:4][C:5]([S:8][C:9]2[N:13]([CH3:14])[CH:12]=[N:11][C:10]=2[C:15]2[CH:20]=[CH:19][C:18]([C@H:21]3[CH2:23][C@@H:22]3[CH2:24][O:25][CH3:28])=[CH:17][CH:16]=2)=[N:6][CH:7]=1. (8) The product is: [Cl:1][C:2]1[CH:18]=[C:17]([Cl:19])[CH:16]=[CH:15][C:3]=1[CH2:4][NH:5][C:6]([C:7]1[CH:12]=[CH:11][N:10]([CH2:21][C:22]2[CH:23]=[CH:24][C:25]([S:28]([CH3:31])(=[O:30])=[O:29])=[CH:26][CH:27]=2)[C:9](=[O:13])[CH:8]=1)=[O:14]. Given the reactants [Cl:1][C:2]1[CH:18]=[C:17]([Cl:19])[CH:16]=[CH:15][C:3]=1[CH2:4][NH:5][C:6](=[O:14])[C:7]1[CH:12]=[CH:11][N:10]=[C:9]([OH:13])[CH:8]=1.Br[CH2:21][C:22]1[CH:27]=[CH:26][C:25]([S:28]([CH3:31])(=[O:30])=[O:29])=[CH:24][CH:23]=1.C(=O)([O-])[O-].[K+].[K+], predict the reaction product.